This data is from Forward reaction prediction with 1.9M reactions from USPTO patents (1976-2016). The task is: Predict the product of the given reaction. (1) Given the reactants [CH:1]1([C:4]#[C:5][C:6]#[C:7][C:8]#[C:9][C:10]2[CH:19]=[CH:18][C:13]([C:14]([O:16]C)=[O:15])=[CH:12][CH:11]=2)[CH2:3][CH2:2]1.[OH-].[Na+], predict the reaction product. The product is: [CH:1]1([C:4]#[C:5][C:6]#[C:7][C:8]#[C:9][C:10]2[CH:11]=[CH:12][C:13]([C:14]([OH:16])=[O:15])=[CH:18][CH:19]=2)[CH2:3][CH2:2]1. (2) The product is: [CH2:22]([O:21][C:19]([CH:16]1[CH2:17][CH2:18][C:13]([OH:24])([C:11]([OH:8])=[O:12])[CH2:14][CH2:15]1)=[O:20])[CH3:23]. Given the reactants P([O-])(O)(O)=O.[Na+].Cl([O-])=[O:8].[Na+].[CH:11]([C:13]1([OH:24])[CH2:18][CH2:17][CH:16]([C:19]([O:21][CH2:22][CH3:23])=[O:20])[CH2:15][CH2:14]1)=[O:12].CC(=CC)C, predict the reaction product.